From a dataset of Forward reaction prediction with 1.9M reactions from USPTO patents (1976-2016). Predict the product of the given reaction. (1) Given the reactants [F:1][C:2]1[C:3]([O:22][CH3:23])=[C:4]([CH:8]([CH3:21])[CH2:9][C:10]([OH:20])([C:16]([F:19])([F:18])[F:17])[C:11](OCC)=[O:12])[CH:5]=[CH:6][CH:7]=1.[H-].[Al+3].[Li+].[H-].[H-].[H-].C(OCC)(=O)C.O, predict the reaction product. The product is: [F:1][C:2]1[C:3]([O:22][CH3:23])=[C:4]([C@H:8]([CH3:21])[CH2:9][C@:10]([OH:20])([C:16]([F:19])([F:18])[F:17])[CH:11]=[O:12])[CH:5]=[CH:6][CH:7]=1. (2) Given the reactants C(OC([NH:8][C:9]1[CH:17]=[CH:16][CH:15]=[C:14]2[C:10]=1[CH:11]=[CH:12][N:13]2[C:18]([C:29]1[CH:34]=[CH:33][C:32]([Cl:35])=[CH:31][CH:30]=1)([CH2:27][CH3:28])[CH2:19][C:20]([O:22][C:23](C)(C)C)=[O:21])=O)(C)(C)C.Cl.CO, predict the reaction product. The product is: [NH2:8][C:9]1[CH:17]=[CH:16][CH:15]=[C:14]2[C:10]=1[CH:11]=[CH:12][N:13]2[C:18]([C:29]1[CH:34]=[CH:33][C:32]([Cl:35])=[CH:31][CH:30]=1)([CH2:27][CH3:28])[CH2:19][C:20]([O:22][CH3:23])=[O:21]. (3) The product is: [F:1][C:2]1[C:10]([F:11])=[CH:9][C:5]([C:6]([NH:52][C:48]([CH3:49])([C:50]#[CH:51])[CH3:47])=[O:8])=[C:4]([NH:12][CH2:13][CH:14]([CH3:16])[CH3:15])[CH:3]=1. Given the reactants [F:1][C:2]1[C:10]([F:11])=[CH:9][C:5]([C:6]([OH:8])=O)=[C:4]([NH:12][CH2:13][CH:14]([CH3:16])[CH3:15])[CH:3]=1.CCN=C=NCCCN(C)C.C1C=CC2N(O)N=NC=2C=1.CCN(C(C)C)C(C)C.[CH3:47][C:48]([NH2:52])([C:50]#[CH:51])[CH3:49], predict the reaction product. (4) Given the reactants C([O:8][C:9]([C@H:11]([CH3:40])[CH2:12][C@H:13]([NH:27][C:28]([C:30]1[O:35][C:34]([C:36]([OH:38])=[O:37])=[CH:33][C:32](=[O:39])[CH:31]=1)=[O:29])[CH2:14][C:15]1[CH:20]=[CH:19][C:18]([C:21]2[CH:26]=[CH:25][CH:24]=[CH:23][CH:22]=2)=[CH:17][CH:16]=1)=[O:10])C1C=CC=CC=1.B(Cl)(Cl)Cl.Cl, predict the reaction product. The product is: [C:18]1([C:21]2[CH:22]=[CH:23][CH:24]=[CH:25][CH:26]=2)[CH:19]=[CH:20][C:15]([CH2:14][C@@H:13]([NH:27][C:28]([C:30]2[O:35][C:34]([C:36]([OH:38])=[O:37])=[CH:33][C:32](=[O:39])[CH:31]=2)=[O:29])[CH2:12][C@H:11]([C:9]([OH:10])=[O:8])[CH3:40])=[CH:16][CH:17]=1.